From a dataset of Full USPTO retrosynthesis dataset with 1.9M reactions from patents (1976-2016). Predict the reactants needed to synthesize the given product. (1) Given the product [OH:31][C@H:28]1[CH2:29][CH2:30][C@H:25]([N:24]2[C:23]3[CH:39]=[CH:40][C:41]([C:43]([O:45][CH2:46][CH3:47])=[O:44])=[CH:42][C:22]=3[N:21]=[C:20]2[NH:19][C:5]2[C:4]3[C:8](=[CH:9][CH:10]=[C:2]([C:4]4[CH:5]=[N:19][CH:20]=[CH:53][C:52]=4[O:51][CH3:50])[CH:3]=3)[NH:7][N:6]=2)[CH2:26][CH2:27]1, predict the reactants needed to synthesize it. The reactants are: Br[C:2]1[CH:3]=[C:4]2[C:8](=[CH:9][CH:10]=1)[N:7](COCC[Si](C)(C)C)[N:6]=[C:5]2[NH:19][C:20]1[N:24]([C@H:25]2[CH2:30][CH2:29][C@H:28]([O:31][Si](C(C)(C)C)(C)C)[CH2:27][CH2:26]2)[C:23]2[CH:39]=[CH:40][C:41]([C:43]([O:45][CH2:46][CH3:47])=[O:44])=[CH:42][C:22]=2[N:21]=1.O1[CH2:53][CH2:52][O:51][CH2:50]C1.C(=O)([O-])[O-].[Na+].[Na+].ClCCl. (2) Given the product [Br:8][C:5]1[CH:6]=[CH:7][C:2]([C:10]([CH3:12])([CH3:11])[C:9]#[N:13])=[N:3][CH:4]=1, predict the reactants needed to synthesize it. The reactants are: Br[C:2]1[CH:7]=[CH:6][C:5]([Br:8])=[CH:4][N:3]=1.[C:9](#[N:13])[CH:10]([CH3:12])[CH3:11]. (3) Given the product [C:2]1([CH3:11])[CH:7]=[CH:6][C:5]([S:8]([OH:10])=[O:9])=[CH:4][CH:3]=1, predict the reactants needed to synthesize it. The reactants are: [Na+].[C:2]1([CH3:11])[CH:7]=[CH:6][C:5]([S:8]([O-:10])=[O:9])=[CH:4][CH:3]=1.Cl. (4) Given the product [CH3:18][C:14]1[CH:15]=[C:16]([CH3:17])[N:12]([CH2:11][C:10]2[C:3]3[C:4]([CH3:9])=[N:5][C:6]([CH3:8])=[CH:7][C:2]=3[NH:22][N:21]=2)[N:13]=1, predict the reactants needed to synthesize it. The reactants are: Cl[C:2]1[CH:7]=[C:6]([CH3:8])[N:5]=[C:4]([CH3:9])[C:3]=1[C:10](=O)[CH2:11][N:12]1[C:16]([CH3:17])=[CH:15][C:14]([CH3:18])=[N:13]1.O.[NH2:21][NH2:22]. (5) Given the product [CH:1]1([C@H:7]([NH:12][C:13]([C:15]2[S:16][C:17]([C:32]3[CH:33]=[CH:34][C:35]([O:38][CH3:39])=[CH:36][CH:37]=3)=[CH:18][C:19]=2[NH:20][C:21]([NH:23][C:24]2[C:25]([Cl:31])=[CH:26][CH:27]=[CH:28][C:29]=2[Cl:30])=[O:22])=[O:14])[C:8]([OH:10])=[O:9])[CH2:6][CH2:5][CH2:4][CH2:3][CH2:2]1, predict the reactants needed to synthesize it. The reactants are: [CH:1]1([C@H:7]([NH:12][C:13]([C:15]2[S:16][C:17]([C:32]3[CH:37]=[CH:36][C:35]([O:38][CH3:39])=[CH:34][CH:33]=3)=[CH:18][C:19]=2[NH:20][C:21]([NH:23][C:24]2[C:29]([Cl:30])=[CH:28][CH:27]=[CH:26][C:25]=2[Cl:31])=[O:22])=[O:14])[C:8]([O:10]C)=[O:9])[CH2:6][CH2:5][CH2:4][CH2:3][CH2:2]1.[OH-].[Li+]. (6) Given the product [F:1][C:2]([F:13])([F:14])[CH2:3][CH2:4][C:5](=[O:12])[CH2:6][CH2:7][C:8]([F:10])([F:11])[F:9], predict the reactants needed to synthesize it. The reactants are: [F:1][C:2]([F:14])([F:13])[CH2:3][CH2:4][CH:5]([OH:12])[CH2:6][CH2:7][C:8]([F:11])([F:10])[F:9].[Cr](Cl)([O-])(=O)=O.[NH+]1C=CC=CC=1. (7) The reactants are: CCN[C:4]([C@H:6]1[O:10][C@@H:9]([N:11]2[C:15]3[N:16]=[C:17](NCCC4C=CC(CCC(O)=O)=CC=4)[N:18]=[C:19]([NH2:20])[C:14]=3[N:13]=[CH:12]2)[C@H:8]([OH:35])[C@@H:7]1[OH:36])=[O:5].C(O)C(N)(CO)CO.Cl. Given the product [C@@H:9]1([N:11]2[C:15]3[N:16]=[CH:17][N:18]=[C:19]([NH2:20])[C:14]=3[N:13]=[CH:12]2)[O:10][C@H:6]([CH2:4][OH:5])[C@@H:7]([OH:36])[C@H:8]1[OH:35], predict the reactants needed to synthesize it. (8) Given the product [Cl:1][C:2]1[CH:7]=[CH:6][C:5]([C:8]2([OH:33])[CH2:9][CH2:10][N:11]([CH2:14][CH2:15][CH:16]=[C:17]3[C:23]4[CH:24]=[CH:25][CH:26]=[CH:27][C:22]=4[CH2:21][O:20][C:19]4[CH:28]=[CH:29][C:30]([O:32][CH2:36][CH3:37])=[CH:31][C:18]3=4)[CH2:12][CH2:13]2)=[CH:4][CH:3]=1, predict the reactants needed to synthesize it. The reactants are: [Cl:1][C:2]1[CH:7]=[CH:6][C:5]([C:8]2([OH:33])[CH2:13][CH2:12][N:11]([CH2:14][CH2:15][CH:16]=[C:17]3[C:23]4[CH:24]=[CH:25][CH:26]=[CH:27][C:22]=4[CH2:21][O:20][C:19]4[CH:28]=[CH:29][C:30]([OH:32])=[CH:31][C:18]3=4)[CH2:10][CH2:9]2)=[CH:4][CH:3]=1.[H-].[Na+].[CH2:36](I)[CH3:37].O. (9) Given the product [CH3:21][C:15]([NH:14][C:12]([C:10]1[CH:9]=[CH:8][C:7]([N:22]2[CH2:23][C:24]([F:26])([F:27])[CH2:25]2)=[C:6]([O:5][CH2:4][CH:1]2[CH2:3][CH2:2]2)[N:11]=1)=[O:13])([CH3:20])[CH2:16][C:17](=[O:19])[NH:32][CH3:31], predict the reactants needed to synthesize it. The reactants are: [CH:1]1([CH2:4][O:5][C:6]2[N:11]=[C:10]([C:12]([NH:14][C:15]([CH3:21])([CH3:20])[CH2:16][C:17]([OH:19])=O)=[O:13])[CH:9]=[CH:8][C:7]=2[N:22]2[CH2:25][C:24]([F:27])([F:26])[CH2:23]2)[CH2:3][CH2:2]1.Cl.CN.[CH3:31][N:32](C(ON1N=NC2C=CC=CC1=2)=[N+](C)C)C.[B-](F)(F)(F)F.CCN(C(C)C)C(C)C. (10) Given the product [F:54][C:55]([F:68])([F:69])[C:56]1[CH:57]=[C:58]([NH:66][NH:67][C:9](=[O:11])[CH:8]([C:7]2[C:2]([CH3:1])=[N:3][C:4]([CH3:21])=[CH:5][CH:6]=2)[N:12]2[CH2:17][CH2:16][N:15]3[CH2:18][CH2:19][CH2:20][C@@H:14]3[CH2:13]2)[CH:59]=[C:60]([C:62]([F:65])([F:63])[F:64])[CH:61]=1, predict the reactants needed to synthesize it. The reactants are: [CH3:1][C:2]1[C:7]([CH:8]([N:12]2[CH2:17][CH2:16][N:15]3[CH2:18][CH2:19][CH2:20][C@@H:14]3[CH2:13]2)[C:9]([O-:11])=O)=[CH:6][CH:5]=[C:4]([CH3:21])[N:3]=1.[K+].CCN(C(C)C)C(C)C.[B-](F)(F)(F)F.CCOC(C(C#N)=NOC(N(C)C)=[N+](C)C)=O.[F:54][C:55]([F:69])([F:68])[C:56]1[CH:57]=[C:58]([NH:66][NH2:67])[CH:59]=[C:60]([C:62]([F:65])([F:64])[F:63])[CH:61]=1.